Dataset: Forward reaction prediction with 1.9M reactions from USPTO patents (1976-2016). Task: Predict the product of the given reaction. Given the reactants C(OC([N:11]1[CH2:14][CH2:13][C@H:12]1[CH2:15][O:16][C:17]1[CH:18]=[C:19]([C:23]2[CH:24]=[C:25]([CH:35]=[CH:36][CH:37]=2)[CH2:26][NH:27][C:28](=[O:34])[O:29][C:30]([CH3:33])([CH3:32])[CH3:31])[CH:20]=[N:21][CH:22]=1)=O)C1C=CC=CC=1, predict the reaction product. The product is: [NH:11]1[CH2:14][CH2:13][C@H:12]1[CH2:15][O:16][C:17]1[CH:18]=[C:19]([C:23]2[CH:24]=[C:25]([CH:35]=[CH:36][CH:37]=2)[CH2:26][NH:27][C:28](=[O:34])[O:29][C:30]([CH3:33])([CH3:31])[CH3:32])[CH:20]=[N:21][CH:22]=1.